Binary Classification. Given a drug SMILES string, predict its activity (active/inactive) in a high-throughput screening assay against a specified biological target. From a dataset of Orexin1 receptor HTS with 218,158 compounds and 233 confirmed actives. (1) The compound is Brc1ccc(C(=O)NCc2ccccc2)cc1. The result is 0 (inactive). (2) The compound is Clc1ccc(NCC(=O)NNC(=S)NCc2ccccc2)cc1. The result is 0 (inactive).